This data is from Catalyst prediction with 721,799 reactions and 888 catalyst types from USPTO. The task is: Predict which catalyst facilitates the given reaction. (1) Reactant: [Cl:1][C:2]1[CH:3]=[C:4]([C:12]2[N:17]=[CH:16][C:15]([C:18]3[C:19]([CH2:26][CH3:27])=[C:20]([CH:23]=[CH:24][CH:25]=3)C=O)=[CH:14][N:13]=2)[CH:5]=[CH:6][C:7]=1[O:8][CH:9]([CH3:11])[CH3:10].[C:28]([O-])(=O)C.[Na+].[CH3:33][NH:34][CH2:35][C:36]([O:38][CH2:39][CH3:40])=[O:37].C(O)(=O)C.C(O[BH-](OC(=O)C)OC(=O)C)(=O)C.[Na+]. Product: [Cl:1][C:2]1[CH:3]=[C:4]([C:12]2[N:13]=[CH:14][C:15]([C:18]3[C:19]([CH2:26][CH3:27])=[C:20]([CH2:33][N:34]([CH3:28])[CH2:35][C:36]([O:38][CH2:39][CH3:40])=[O:37])[CH:23]=[CH:24][CH:25]=3)=[CH:16][N:17]=2)[CH:5]=[CH:6][C:7]=1[O:8][CH:9]([CH3:11])[CH3:10]. The catalyst class is: 4. (2) Reactant: [Cl:1][C:2]1[C:3]([CH2:8][NH:9][C:10]([CH:12]2[CH2:22][N:16]3[C:17](=[O:21])[O:18][CH2:19][CH2:20][CH:15]3[CH2:14][CH2:13]2)=O)=[N:4][CH:5]=[CH:6][N:7]=1.P(Cl)(Cl)(Cl)(Cl)Cl.C(Cl)Cl.O. Product: [Cl:1][C:2]1[C:3]2[N:4]([C:10]([CH:12]3[CH2:22][N:16]4[C:17](=[O:21])[O:18][CH2:19][CH2:20][CH:15]4[CH2:14][CH2:13]3)=[N:9][CH:8]=2)[CH:5]=[CH:6][N:7]=1. The catalyst class is: 23. (3) Reactant: C([O:3][C:4](=[O:36])[CH2:5][O:6][C:7]1[CH:8]=[C:9]2[C:13](=[CH:14][CH:15]=1)[N:12]([CH3:16])[CH:11]=[C:10]2[C:17]1[N:25](S(C2C=CC(C)=CC=2)(=O)=O)[C:20]2=[N:21][CH:22]=[CH:23][CH:24]=[C:19]2[CH:18]=1)C.[OH-].[K+]. Product: [CH3:16][N:12]1[C:13]2[C:9](=[CH:8][C:7]([O:6][CH2:5][C:4]([OH:36])=[O:3])=[CH:15][CH:14]=2)[C:10]([C:17]2[NH:25][C:20]3=[N:21][CH:22]=[CH:23][CH:24]=[C:19]3[CH:18]=2)=[CH:11]1. The catalyst class is: 5.